Dataset: Reaction yield outcomes from USPTO patents with 853,638 reactions. Task: Predict the reaction yield, written as a fraction of the theoretical maximum amount of product (1.0 means a 100% yield; for example, 0.34 means a 34% yield). (1) The reactants are [CH3:1][CH:2]([CH3:30])[CH2:3][C@H:4]([NH:22][C:23](=[O:29])[O:24][C:25]([CH3:28])([CH3:27])[CH3:26])[CH2:5][O:6][C:7]1[CH:8]=[CH:9][C:10]2[C:20]3[C:15](=[CH:16][N:17]=[CH:18][CH:19]=3)[C:14](=[O:21])[O:13][C:11]=2[CH:12]=1.C1C(=O)N([Br:38])C(=O)C1.O. The catalyst is C(#N)C. The product is [Br:38][C:8]1[C:7]([O:6][CH2:5][C@@H:4]([NH:22][C:23](=[O:29])[O:24][C:25]([CH3:28])([CH3:27])[CH3:26])[CH2:3][CH:2]([CH3:30])[CH3:1])=[CH:12][C:11]2[O:13][C:14](=[O:21])[C:15]3[C:20]([C:10]=2[CH:9]=1)=[CH:19][CH:18]=[N:17][CH:16]=3. The yield is 0.670. (2) The reactants are [CH3:1][C:2]1[C:6]([CH2:7][N:8]2[CH:12]=[C:11]([N:13]3[C:17](=[O:18])[CH2:16][NH:15][C:14]3=[O:19])[CH:10]=[N:9]2)=[C:5]([CH3:20])[O:4][N:3]=1.[CH3:21][O:22][C:23]1[CH:24]=[C:25]([CH:28]=[CH:29][CH:30]=1)[CH2:26]Br. No catalyst specified. The product is [CH3:1][C:2]1[C:6]([CH2:7][N:8]2[CH:12]=[C:11]([N:13]3[C:17](=[O:18])[CH2:16][N:15]([CH2:26][C:25]4[CH:28]=[CH:29][CH:30]=[C:23]([O:22][CH3:21])[CH:24]=4)[C:14]3=[O:19])[CH:10]=[N:9]2)=[C:5]([CH3:20])[O:4][N:3]=1. The yield is 0.550.